From a dataset of Forward reaction prediction with 1.9M reactions from USPTO patents (1976-2016). Predict the product of the given reaction. (1) The product is: [Br:6][C:7]1[CH:12]=[C:11]2[C:10](=[CH:9][CH:8]=1)[NH:13][C:14](=[O:18])[C:15]2=[O:1]. Given the reactants [OH:1]S(O)(=O)=O.[Br:6][C:7]1[CH:12]=[CH:11][C:10]([NH:13][C:14](=[O:18])[CH:15]=NO)=[CH:9][CH:8]=1, predict the reaction product. (2) Given the reactants [H-].[Na+].[CH2:3]([O:5][C:6]([C:8]1[C:9](=[O:21])[NH:10][N:11]=[C:12]([CH:15]2[CH2:20][CH2:19][CH2:18][CH2:17][CH2:16]2)[C:13]=1[OH:14])=[O:7])[CH3:4].Br[CH2:23][CH2:24][CH:25]([CH3:27])[CH3:26], predict the reaction product. The product is: [CH2:3]([O:5][C:6]([C:8]1[C:9](=[O:21])[N:10]([CH2:23][CH2:24][CH:25]([CH3:27])[CH3:26])[N:11]=[C:12]([CH:15]2[CH2:16][CH2:17][CH2:18][CH2:19][CH2:20]2)[C:13]=1[OH:14])=[O:7])[CH3:4]. (3) Given the reactants [H-].[Al+3].[Li+].[H-].[H-].[H-].CN(C)C(=S)[S:10][CH2:11][CH2:12][CH2:13][CH2:14][C:15]([CH3:19])=[C:16]([F:18])[F:17].O.Cl, predict the reaction product. The product is: [F:17][C:16]([F:18])=[C:15]([CH3:19])[CH2:14][CH2:13][CH2:12][CH2:11][SH:10]. (4) Given the reactants [C:1]([Si:5]([CH3:13])([CH3:12])[O:6][CH2:7][CH2:8][CH2:9][CH2:10][OH:11])([CH3:4])([CH3:3])[CH3:2].[N+:14]([C:17]1[CH:24]=[CH:23][CH:22]=[C:21]([N+]([O-])=O)[C:18]=1[C:19]#[N:20])([O-:16])=[O:15], predict the reaction product. The product is: [Si:5]([O:6][CH2:7][CH2:8][CH2:9][CH2:10][O:11][C:21]1[CH:22]=[CH:23][CH:24]=[C:17]([N+:14]([O-:16])=[O:15])[C:18]=1[C:19]#[N:20])([C:1]([CH3:4])([CH3:3])[CH3:2])([CH3:13])[CH3:12]. (5) Given the reactants Br[C:2]1[N:6]([CH:7]([CH3:9])[CH3:8])[C:5]2[CH:10]([C:20]3[CH:25]=[CH:24][C:23]([Cl:26])=[CH:22][C:21]=3[CH3:27])[N:11]([CH:14]3[CH2:19][CH2:18][O:17][CH2:16][CH2:15]3)[C:12](=[O:13])[C:4]=2[CH:3]=1.[CH3:28][O:29][C:30]1[CH:35]=[CH:34][CH:33]=[CH:32][C:31]=1B(O)O.BrC1N(C(C)C)C2C(C3C=CC(Cl)=CC=3)N(C3C=C(Cl)C=CC=3C)C(=O)C=2C=1.C(C1C=CC(OC)=C(B(O)O)C=1)#N, predict the reaction product. The product is: [Cl:26][C:23]1[CH:24]=[CH:25][C:20]([CH:10]2[C:5]3[N:6]([CH:7]([CH3:9])[CH3:8])[C:2]([C:31]4[CH:32]=[CH:33][CH:34]=[CH:35][C:30]=4[O:29][CH3:28])=[CH:3][C:4]=3[C:12](=[O:13])[N:11]2[CH:14]2[CH2:19][CH2:18][O:17][CH2:16][CH2:15]2)=[C:21]([CH3:27])[CH:22]=1. (6) Given the reactants Cl.[Cl:2][C:3]1[CH:4]=[N:5][N:6]([C:8]2[C:22]([F:23])=[CH:21][C:11]([O:12][CH2:13][C@@H:14]3[C@@H:19]([NH2:20])[CH2:18][CH2:17][O:16][CH2:15]3)=[C:10]([F:24])[CH:9]=2)[CH:7]=1.[CH3:25][S:26](Cl)(=[O:28])=[O:27].[CH3:30]O, predict the reaction product. The product is: [Cl:2][C:3]1[CH:4]=[N:5][N:6]([C:8]2[C:22]([F:23])=[CH:21][C:11]([O:12][CH2:13][C@@H:14]3[C@@H:19]([NH:20][S:26]([CH2:25][CH3:30])(=[O:28])=[O:27])[CH2:18][CH2:17][O:16][CH2:15]3)=[C:10]([F:24])[CH:9]=2)[CH:7]=1. (7) The product is: [C:1]([O:5][C:6]([N:8]1[CH:21]([C:22](=[O:44])[NH:23][C@H:24]([C:40]([O:42][CH3:43])=[O:41])[CH2:25][C:26]2[CH:27]=[CH:28][C:29]([C:32]3[CH:37]=[CH:36][C:35]([C:38]#[N:39])=[CH:34][CH:33]=3)=[CH:30][CH:31]=2)[CH2:20][C:19]2[CH:18]=[C:17]3[C:12]([O:13][C@@H:14]([C:45]4[CH:46]=[CH:47][C:48]([O:51][CH2:52][C:53]5[CH:58]=[CH:57][C:56]([Cl:59])=[C:55]([Cl:60])[CH:54]=5)=[CH:49][CH:50]=4)[CH2:15][N:16]3[C:61](=[O:63])[CH3:62])=[CH:11][C:10]=2[CH2:9]1)=[O:7])([CH3:4])([CH3:2])[CH3:3]. Given the reactants [C:1]([O:5][C:6]([N:8]1[CH:21]([C:22](=[O:44])[NH:23][C@H:24]([C:40]([O:42][CH3:43])=[O:41])[CH2:25][C:26]2[CH:31]=[CH:30][C:29]([C:32]3[CH:37]=[CH:36][C:35]([C:38]#[N:39])=[CH:34][CH:33]=3)=[CH:28][CH:27]=2)[CH2:20][C:19]2[CH:18]=[C:17]3[C:12]([O:13][C@@H:14]([C:45]4[CH:50]=[CH:49][C:48]([O:51][CH2:52][C:53]5[CH:58]=[CH:57][C:56]([Cl:59])=[C:55]([Cl:60])[CH:54]=5)=[CH:47][CH:46]=4)[CH2:15][NH:16]3)=[CH:11][C:10]=2[CH2:9]1)=[O:7])([CH3:4])([CH3:3])[CH3:2].[C:61](Cl)(=[O:63])[CH3:62].C(N(CC)CC)C.C(OCC)(=O)C, predict the reaction product.